From a dataset of CYP2C19 inhibition data for predicting drug metabolism from PubChem BioAssay. Regression/Classification. Given a drug SMILES string, predict its absorption, distribution, metabolism, or excretion properties. Task type varies by dataset: regression for continuous measurements (e.g., permeability, clearance, half-life) or binary classification for categorical outcomes (e.g., BBB penetration, CYP inhibition). Dataset: cyp2c19_veith. The compound is Cc1ccccc1-c1cncnc1NCCN1CCOCC1. The result is 0 (non-inhibitor).